This data is from Reaction yield outcomes from USPTO patents with 853,638 reactions. The task is: Predict the reaction yield, written as a fraction of the theoretical maximum amount of product (1.0 means a 100% yield; for example, 0.34 means a 34% yield). (1) The reactants are [C:1]([C@@H:4]([NH:17][C:18](=[O:35])[O:19][CH2:20][CH2:21][N:22]1[CH2:27][CH2:26][N:25]([C:28]([O:30][C:31]([CH3:34])([CH3:33])[CH3:32])=[O:29])[CH2:24][CH2:23]1)[CH2:5][C:6]1[CH:11]=[CH:10][C:9]([O:12][C:13]([CH3:16])([CH3:15])[CH3:14])=[CH:8][CH:7]=1)([OH:3])=O.[CH3:36][NH:37][CH2:38][CH2:39][CH:40]([CH3:42])[CH3:41].CCN(C(C)C)C(C)C.C1CN([P+](Br)(N2CCCC2)N2CCCC2)CC1.F[P-](F)(F)(F)(F)F.CN(C=[O:80])C. No catalyst specified. The product is [CH2:38]([N:37]([CH3:36])[C:1]([C@@H:4]([NH:17][C:18](=[O:35])[O:19][CH2:20][CH2:21][N:22]1[CH2:27][CH2:26][N:25]([C:28]([O:30][C:31]([CH3:33])([CH3:34])[CH3:32])=[O:29])[CH2:24][CH2:23]1)[CH2:5][C:6]1[CH:11]=[CH:10][C:9]([O:12][C:13]([CH3:15])([CH3:14])[CH3:16])=[CH:8][C:7]=1[OH:80])=[O:3])[CH2:39][CH:40]([CH3:42])[CH3:41]. The yield is 0.540. (2) The reactants are [O:1]1CCCO[CH:2]1[C:7]1[CH:12]=[C:11]([O:13][CH2:14][CH2:15][CH2:16][CH:17]2[CH2:22][CH2:21][N:20]([CH3:23])[CH2:19][CH2:18]2)[CH:10]=[CH:9][C:8]=1[C:24]1[NH:28][C:27]2[CH:29]=[CH:30][C:31]([F:34])=[C:32]([CH3:33])[C:26]=2[N:25]=1.BrC1C=CC(OCCCC2CCN(C)CC2)=CC=1C1OCCCO1.C([Li])CCC.C([O-])(O)=O.[Na+].O1CCCOC1C1C=C(OCCCC2CCN(C)CC2)C=CC=1C=O.FC1C(C)=C(N)C(N)=CC=1. The catalyst is C1COCC1.CN(C=O)C.O. The product is [F:34][C:31]1[CH:30]=[CH:29][C:27]2[NH:28][C:24]([C:8]3[CH:9]=[CH:10][C:11]([O:13][CH2:14][CH2:15][CH2:16][CH:17]4[CH2:22][CH2:21][N:20]([CH3:23])[CH2:19][CH2:18]4)=[CH:12][C:7]=3[CH2:2][OH:1])=[N:25][C:26]=2[C:32]=1[CH3:33]. The yield is 0.770.